This data is from Reaction yield outcomes from USPTO patents with 853,638 reactions. The task is: Predict the reaction yield, written as a fraction of the theoretical maximum amount of product (1.0 means a 100% yield; for example, 0.34 means a 34% yield). (1) The reactants are C[O:2][C:3]1[CH:10]=[CH:9][C:6]([CH:7]=[O:8])=[CH:5][CH:4]=1.CNC. No catalyst specified. The product is [OH:2][C:3]1[CH:10]=[CH:9][C:6]([CH:7]=[O:8])=[CH:5][CH:4]=1. The yield is 0.810. (2) The reactants are [CH:1]1[N:2]=[CH:3][N:4]2[CH2:9][CH2:8][CH2:7][CH2:6][C:5]=12.[Li]CCCC.CN([CH:18]=[O:19])C. The catalyst is C1COCC1. The product is [CH:1]1[N:2]=[C:3]([CH:18]=[O:19])[N:4]2[CH2:9][CH2:8][CH2:7][CH2:6][C:5]=12. The yield is 0.400.